Dataset: NCI-60 drug combinations with 297,098 pairs across 59 cell lines. Task: Regression. Given two drug SMILES strings and cell line genomic features, predict the synergy score measuring deviation from expected non-interaction effect. (1) Drug 1: C(CC(=O)O)C(=O)CN.Cl. Drug 2: C1CN(P(=O)(OC1)NCCCl)CCCl. Cell line: SF-539. Synergy scores: CSS=5.11, Synergy_ZIP=-2.33, Synergy_Bliss=1.43, Synergy_Loewe=-5.41, Synergy_HSA=-1.10. (2) Drug 1: CC1=C(C(=CC=C1)Cl)NC(=O)C2=CN=C(S2)NC3=CC(=NC(=N3)C)N4CCN(CC4)CCO. Drug 2: CC1=C(N=C(N=C1N)C(CC(=O)N)NCC(C(=O)N)N)C(=O)NC(C(C2=CN=CN2)OC3C(C(C(C(O3)CO)O)O)OC4C(C(C(C(O4)CO)O)OC(=O)N)O)C(=O)NC(C)C(C(C)C(=O)NC(C(C)O)C(=O)NCCC5=NC(=CS5)C6=NC(=CS6)C(=O)NCCC[S+](C)C)O. Cell line: MALME-3M. Synergy scores: CSS=6.34, Synergy_ZIP=-3.04, Synergy_Bliss=-1.17, Synergy_Loewe=-1.34, Synergy_HSA=-1.09. (3) Drug 1: CC1=C(C=C(C=C1)NC2=NC=CC(=N2)N(C)C3=CC4=NN(C(=C4C=C3)C)C)S(=O)(=O)N.Cl. Drug 2: CNC(=O)C1=NC=CC(=C1)OC2=CC=C(C=C2)NC(=O)NC3=CC(=C(C=C3)Cl)C(F)(F)F. Cell line: MOLT-4. Synergy scores: CSS=60.9, Synergy_ZIP=5.09, Synergy_Bliss=8.57, Synergy_Loewe=1.91, Synergy_HSA=8.17.